Dataset: Reaction yield outcomes from USPTO patents with 853,638 reactions. Task: Predict the reaction yield, written as a fraction of the theoretical maximum amount of product (1.0 means a 100% yield; for example, 0.34 means a 34% yield). (1) The reactants are [O:1]1[CH:5]=[N:4][N:3]=[C:2]1[C:6]1[CH:7]=[C:8]([CH:10]=[CH:11][CH:12]=1)[NH2:9].C(=O)(O)[O-].[Na+].CC(C)=O.O.[CH2:23]([O:30][C:31](Cl)=[O:32])[C:24]1[CH:29]=[CH:28][CH:27]=[CH:26][CH:25]=1. The catalyst is O. The product is [CH2:23]([O:30][C:31](=[O:32])[NH:9][C:8]1[CH:10]=[CH:11][CH:12]=[C:6]([C:2]2[O:1][CH:5]=[N:4][N:3]=2)[CH:7]=1)[C:24]1[CH:29]=[CH:28][CH:27]=[CH:26][CH:25]=1. The yield is 0.930. (2) The reactants are [NH:1]1[CH2:5][CH2:4][CH2:3][CH2:2]1.Cl[CH2:7][C:8]1[CH:33]=[CH:32][C:11]([C:12]([NH:14][C:15]2[CH:16]=[CH:17][C:18]([O:21][C:22](=[O:31])[N:23]([CH3:30])[C:24]3[CH:29]=[CH:28][CH:27]=[CH:26][CH:25]=3)=[N:19][CH:20]=2)=[O:13])=[CH:10][CH:9]=1. No catalyst specified. The product is [N:1]1([CH2:7][C:8]2[CH:9]=[CH:10][C:11]([C:12]([NH:14][C:15]3[CH:16]=[CH:17][C:18]([O:21][C:22](=[O:31])[N:23]([CH3:30])[C:24]4[CH:29]=[CH:28][CH:27]=[CH:26][CH:25]=4)=[N:19][CH:20]=3)=[O:13])=[CH:32][CH:33]=2)[CH2:5][CH2:4][CH2:3][CH2:2]1. The yield is 0.830.